From a dataset of Cav3 T-type calcium channel HTS with 100,875 compounds. Binary Classification. Given a drug SMILES string, predict its activity (active/inactive) in a high-throughput screening assay against a specified biological target. (1) The drug is Clc1cc(N2CCN(CC2)CCCNC(=O)CC2Oc3c(NC2=O)cc(cc3)C)c(cc1)C. The result is 1 (active). (2) The molecule is S(CC(=O)N1CCN(CC1)c1ccccc1)c1oc2c(n1)cccc2. The result is 0 (inactive). (3) The compound is o1c(nc2c1cccc2)C1CCN(CC1)C(=O)c1nn(c(=O)c2c1cccc2)Cc1ccccc1. The result is 1 (active). (4) The molecule is O1Cc2c(ccc(NC(=O)c3cc(OC)cc(OC)c3)c2)C1=O. The result is 0 (inactive). (5) The drug is O=C1N(c2c(C1NC(=O)C)cc(OC)cc2)C. The result is 0 (inactive). (6) The drug is s1c2c(CCCC2)c2c1nc(nc2SCC(=O)N1CCN(CC1)C(=O)c1occc1)CC. The result is 0 (inactive).